Dataset: Full USPTO retrosynthesis dataset with 1.9M reactions from patents (1976-2016). Task: Predict the reactants needed to synthesize the given product. (1) Given the product [C:1]([O:5][C:6]([N:8]1[CH2:13][CH2:12][CH:11]([C:14]2[CH:19]=[CH:18][C:17]([C:26]3[N:31]=[CH:30][CH:29]=[CH:28][N:27]=3)=[CH:16][CH:15]=2)[CH2:10][CH2:9]1)=[O:7])([CH3:4])([CH3:3])[CH3:2], predict the reactants needed to synthesize it. The reactants are: [C:1]([O:5][C:6]([N:8]1[CH2:13][CH2:12][CH:11]([C:14]2[CH:19]=[CH:18][C:17](Br)=[CH:16][CH:15]=2)[CH2:10][CH2:9]1)=[O:7])([CH3:4])([CH3:3])[CH3:2].C([Sn](CCCC)(CCCC)[C:26]1[N:31]=[CH:30][CH:29]=[CH:28][N:27]=1)CCC.[F-].[Cs+]. (2) The reactants are: [Cl:1][C:2]1[CH:7]=[CH:6][CH:5]=[C:4]([F:8])[C:3]=1[NH:9][C:10]1[NH:11][C:12]2[C:18]3[CH2:19][C:20]([CH3:23])([CH3:22])[O:21][C:17]=3[C:16]([C:24](O)=[O:25])=[CH:15][C:13]=2[N:14]=1.S(Cl)(Cl)=O.[NH2:31][C:32]1[CH:37]=[CH:36][C:35]([C:38]([F:41])([F:40])[F:39])=[CH:34][N+:33]=1[O-:42].CCN(C(C)C)C(C)C. Given the product [Cl:1][C:2]1[CH:7]=[CH:6][CH:5]=[C:4]([F:8])[C:3]=1[NH:9][C:10]1[NH:11][C:12]2[C:18]3[CH2:19][C:20]([CH3:22])([CH3:23])[O:21][C:17]=3[C:16]([C:24]([NH:31][C:32]3[CH:37]=[CH:36][C:35]([C:38]([F:39])([F:41])[F:40])=[CH:34][N+:33]=3[O-:42])=[O:25])=[CH:15][C:13]=2[N:14]=1, predict the reactants needed to synthesize it. (3) Given the product [O:1]1[CH2:2][CH:3]=[C:4]([C:7]2[NH:30][C:10]3=[N:11][CH:12]=[CH:13][C:14]([C:15]4[CH:16]=[CH:17][C:18]([O:23][CH:24]5[CH2:29][CH2:28][O:27][CH2:26][CH2:25]5)=[C:19]([CH:22]=4)[C:20]#[N:21])=[C:9]3[CH:8]=2)[CH2:5][CH2:6]1, predict the reactants needed to synthesize it. The reactants are: [O:1]1[CH2:6][CH:5]=[C:4]([C:7]2[N:30](S(C3C=CC=CC=3)(=O)=O)[C:10]3=[N:11][CH:12]=[CH:13][C:14]([C:15]4[CH:16]=[CH:17][C:18]([O:23][CH:24]5[CH2:29][CH2:28][O:27][CH2:26][CH2:25]5)=[C:19]([CH:22]=4)[C:20]#[N:21])=[C:9]3[CH:8]=2)[CH2:3][CH2:2]1.[OH-].[Na+].CCO. (4) Given the product [F:1][C:2]1[CH:7]=[CH:6][CH:5]=[C:4]([F:8])[C:3]=1[C:9]1[O:10][CH2:11][CH:12]([C:14]2[CH:15]=[CH:16][C:17]([C:20]3[CH:21]=[CH:22][C:23]([S:26]([CH2:27][CH3:28])=[O:37])=[N:24][CH:25]=3)=[CH:18][CH:19]=2)[N:13]=1, predict the reactants needed to synthesize it. The reactants are: [F:1][C:2]1[CH:7]=[CH:6][CH:5]=[C:4]([F:8])[C:3]=1[C:9]1[O:10][CH2:11][CH:12]([C:14]2[CH:19]=[CH:18][C:17]([C:20]3[CH:21]=[CH:22][C:23]([S:26][CH2:27][CH3:28])=[N:24][CH:25]=3)=[CH:16][CH:15]=2)[N:13]=1.ClC1C=CC=C(C(OO)=[O:37])C=1. (5) Given the product [Br:19][C:20]1[CH:25]=[CH:24][CH:23]=[CH:22][C:21]=1[S:26][CH2:37][CH:36]([O:39][CH2:40][CH3:41])[O:35][CH2:33][CH3:34], predict the reactants needed to synthesize it. The reactants are: C1C=C(C(C(Cl)Cl)C2C=CC(I)=CC=2)C(Cl)=CC=1.[Br:19][C:20]1[CH:25]=[CH:24][CH:23]=[CH:22][C:21]=1[SH:26].C(=O)([O-])[O-].[K+].[K+].[CH2:33]([O:35][CH:36]([O:39][CH2:40][CH3:41])[CH2:37]Br)[CH3:34].